From a dataset of Forward reaction prediction with 1.9M reactions from USPTO patents (1976-2016). Predict the product of the given reaction. (1) The product is: [CH2:35]([N:37]([CH2:41][C:22]1[CH:23]=[CH:24][CH:25]=[CH:26][C:21]=1[F:13])[C:8](=[O:10])[CH2:7][O:6][C:5]1[CH:4]=[CH:3][C:2]([OH:1])=[CH:12][CH:11]=1)[CH3:36]. Given the reactants [OH:1][C:2]1[CH:12]=[CH:11][C:5]([O:6][CH2:7][C:8]([OH:10])=O)=[CH:4][CH:3]=1.[F:13][B-](F)(F)F.N1(OC(N(C)C)=[N+](C)C)[C:22]2[CH:23]=[CH:24][CH:25]=[CH:26][C:21]=2N=N1.[CH2:35]([N:37]([CH:41](C)C)C(C)C)[CH3:36].CCOC(C)=O, predict the reaction product. (2) The product is: [ClH:28].[CH2:1]([O:3][C:4]1[CH:9]=[CH:8][C:7]([S:10]([CH2:13][CH2:14][CH:15]2[CH2:20][CH2:19][NH:18][CH2:17][CH2:16]2)(=[O:11])=[O:12])=[CH:6][CH:5]=1)[CH3:2]. Given the reactants [CH2:1]([O:3][C:4]1[CH:9]=[CH:8][C:7]([S:10]([CH2:13][CH2:14][CH:15]2[CH2:20][CH2:19][N:18](C(OC(C)(C)C)=O)[CH2:17][CH2:16]2)(=[O:12])=[O:11])=[CH:6][CH:5]=1)[CH3:2].[ClH:28], predict the reaction product. (3) Given the reactants [C:1]1(C)[CH:6]=[CH:5][CH:4]=[CH:3][C:2]=1P([C:1]1[CH:6]=[CH:5][CH:4]=[CH:3][C:2]=1C)[C:1]1[CH:6]=[CH:5][CH:4]=[CH:3][C:2]=1C.[CH3:23][C:24]1([CH3:53])[C:33]2=[CH:34][C:35](Br)=[CH:36][C:37]3[C:38]([CH3:45])([CH3:44])[C:39]4[CH:40]=[C:41](Br)[CH:42]=[C:29]5[C:30]=4[N:31]([C:32]=32)[C:26]2[C:27](=[CH:49][C:50](Br)=[CH:51][C:25]1=2)[C:28]5([CH3:48])[CH3:47].[C:54]1(B(O)O)[CH:59]=[CH:58][CH:57]=[CH:56][CH:55]=1.O.P([O-])([O-])([O-])=O.[K+].[K+].[K+], predict the reaction product. The product is: [CH3:23][C:24]1([CH3:53])[C:33]2=[CH:34][C:35]([C:54]3[CH:59]=[CH:58][CH:57]=[CH:56][CH:55]=3)=[CH:36][C:37]3[C:38]([CH3:45])([CH3:44])[C:39]4[CH:40]=[C:41]([C:1]5[CH:6]=[CH:5][CH:4]=[CH:3][CH:2]=5)[CH:42]=[C:29]5[C:30]=4[N:31]([C:32]=32)[C:26]2[C:27](=[CH:49][C:50]([C:1]3[CH:6]=[CH:5][CH:4]=[CH:3][CH:2]=3)=[CH:51][C:25]1=2)[C:28]5([CH3:48])[CH3:47].